From a dataset of Catalyst prediction with 721,799 reactions and 888 catalyst types from USPTO. Predict which catalyst facilitates the given reaction. (1) Reactant: [C:1]([NH:6][NH2:7])(=O)[CH:2]([CH3:4])[CH3:3].CNC.[CH3:11][C:12]#N.[CH3:14][O:15][C:16]([C:18]1[CH:19]=[C:20]([C:25]2[CH:30]=[CH:29][C:28]([CH3:31])=[CH:27][CH:26]=2)[CH:21]=[C:22]([NH2:24])[CH:23]=1)=[O:17]. Product: [CH3:14][O:15][C:16]([C:18]1[CH:19]=[C:20]([C:25]2[CH:30]=[CH:29][C:28]([CH3:31])=[CH:27][CH:26]=2)[CH:21]=[C:22]([N:24]2[C:11]([CH3:12])=[N:7][N:6]=[C:1]2[CH:2]([CH3:4])[CH3:3])[CH:23]=1)=[O:17]. The catalyst class is: 15. (2) The catalyst class is: 27. Reactant: [Br:1][C:2]1[CH:3]=[C:4]([CH:8]([C:10]2[CH:15]=[CH:14][CH:13]=[CH:12][CH:11]=2)O)[CH:5]=[CH:6][CH:7]=1.C(O)(C(F)(F)F)=O.[OH-].[Na+]. Product: [Br:1][C:2]1[CH:7]=[CH:6][CH:5]=[C:4]([CH2:8][C:10]2[CH:11]=[CH:12][CH:13]=[CH:14][CH:15]=2)[CH:3]=1. (3) Reactant: [C:1]([O:5][CH:6]([C:11]1[N:31]([CH3:32])[C:30](=[O:33])[C:14]2[N:15]([CH2:22][C:23]3[CH:28]=[CH:27][C:26]([F:29])=[CH:25][CH:24]=3)[C:16]3[C:21]([C:13]=2[C:12]=1[C:34]1[CH:39]=[CH:38][C:37]([CH3:40])=[CH:36][CH:35]=1)=[CH:20][CH:19]=[CH:18][CH:17]=3)[C:7]([O:9]C)=[O:8])([CH3:4])([CH3:3])[CH3:2].[Li+].[OH-].Cl. Product: [C:1]([O:5][CH:6]([C:11]1[N:31]([CH3:32])[C:30](=[O:33])[C:14]2[N:15]([CH2:22][C:23]3[CH:28]=[CH:27][C:26]([F:29])=[CH:25][CH:24]=3)[C:16]3[C:21]([C:13]=2[C:12]=1[C:34]1[CH:35]=[CH:36][C:37]([CH3:40])=[CH:38][CH:39]=1)=[CH:20][CH:19]=[CH:18][CH:17]=3)[C:7]([OH:9])=[O:8])([CH3:4])([CH3:3])[CH3:2]. The catalyst class is: 83.